The task is: Predict the reactants needed to synthesize the given product.. This data is from Full USPTO retrosynthesis dataset with 1.9M reactions from patents (1976-2016). (1) Given the product [C:1]([O:5][C:6]([N:8]1[CH2:9][CH2:10][CH:11]([O:14][C:15]2[CH:20]=[CH:19][C:18]([I:21])=[CH:17][C:16]=2[CH:29]=[N:31][C:32]([O:76][Si:49]([CH3:51])([CH3:50])[CH3:48])=[CH2:33])[CH2:12][CH2:13]1)=[O:7])([CH3:2])([CH3:4])[CH3:3], predict the reactants needed to synthesize it. The reactants are: [C:1]([O:5][C:6]([N:8]1[CH2:13][CH2:12][CH:11]([O:14][C:15]2[CH:20]=[CH:19][C:18]([I:21])=[CH:17][C:16]=2C=O)[CH2:10][CH2:9]1)=[O:7])([CH3:4])([CH3:3])[CH3:2].C(O[C:29]([N:31]1CCC(COC2C=CC(I)=CC=2C=O)[CH2:33][CH2:32]1)=O)(C)(C)C.[CH3:48][Si:49](N[Si](C)(C)C)([CH3:51])[CH3:50].C([Li])CCC.C[Si](Cl)(C)C.C(N(CC)CC)C.C(Cl)(=[O:76])C. (2) Given the product [CH2:1]([O:8][C:9]1[C:10]([C:31]([NH:33][CH2:34][C:35]2[CH:40]=[CH:39][C:38]([F:41])=[CH:37][CH:36]=2)=[O:32])=[N:11][C:12]([CH2:23][OH:24])=[CH:13][C:14]=1[O:15][CH2:16][C:17]1[CH:22]=[CH:21][CH:20]=[CH:19][CH:18]=1)[C:2]1[CH:3]=[CH:4][CH:5]=[CH:6][CH:7]=1, predict the reactants needed to synthesize it. The reactants are: [CH2:1]([O:8][C:9]1[C:10]([C:31]([NH:33][CH2:34][C:35]2[CH:40]=[CH:39][C:38]([F:41])=[CH:37][CH:36]=2)=[O:32])=[N:11][C:12]([CH2:23][O:24]C2CCCCO2)=[CH:13][C:14]=1[O:15][CH2:16][C:17]1[CH:22]=[CH:21][CH:20]=[CH:19][CH:18]=1)[C:2]1[CH:7]=[CH:6][CH:5]=[CH:4][CH:3]=1.Cl.[OH-].[Na+]. (3) Given the product [C:1]([C:5]1[O:9][N:8]=[C:7]([NH:10][C:11]([C@@H:13]2[CH2:18][CH2:17][CH2:16][CH2:15][N:14]2[C:31](=[O:32])[CH2:30][Cl:29])=[O:12])[CH:6]=1)([CH3:4])([CH3:2])[CH3:3], predict the reactants needed to synthesize it. The reactants are: [C:1]([C:5]1[O:9][N:8]=[C:7]([NH:10][C:11]([C@@H:13]2[CH2:18][CH2:17][CH2:16][CH2:15][NH:14]2)=[O:12])[CH:6]=1)([CH3:4])([CH3:3])[CH3:2].Cl.C(N(CC)C(C)C)(C)C.[Cl:29][CH2:30][C:31](Cl)=[O:32]. (4) Given the product [CH3:1][N:2]1[CH2:3][CH2:4][C:5]([C:8]2[CH:13]=[CH:12][C:11]([Cl:14])=[C:10]([Cl:15])[CH:9]=2)([CH2:16][NH:17][C:30]([C:22]2[C:23]3[C:28](=[CH:27][CH:26]=[CH:25][CH:24]=3)[CH:29]=[C:20]([C:18]#[N:19])[CH:21]=2)=[O:31])[CH2:6][CH2:7]1, predict the reactants needed to synthesize it. The reactants are: [CH3:1][N:2]1[CH2:7][CH2:6][C:5]([CH2:16][NH2:17])([C:8]2[CH:13]=[CH:12][C:11]([Cl:14])=[C:10]([Cl:15])[CH:9]=2)[CH2:4][CH2:3]1.[C:18]([C:20]1[CH:21]=[C:22]([C:30](O)=[O:31])[C:23]2[C:28]([CH:29]=1)=[CH:27][CH:26]=[CH:25][CH:24]=2)#[N:19]. (5) Given the product [ClH:48].[F:1][C:2]1[CH:3]=[C:4]([C@H:12]([NH:23][C:24]([N:26]2[CH2:35][CH2:34][C:33]3[CH:32]=[N:31][C:30]([NH:36][CH:37]([CH3:39])[CH3:38])=[N:29][C:28]=3[CH2:27]2)=[O:25])[CH2:13][NH:14][CH3:15])[CH:5]=[CH:6][C:7]=1[C:8]([F:9])([F:10])[F:11], predict the reactants needed to synthesize it. The reactants are: [F:1][C:2]1[CH:3]=[C:4]([C@H:12]([NH:23][C:24]([N:26]2[CH2:35][CH2:34][C:33]3[CH:32]=[N:31][C:30]([NH:36][CH:37]([CH3:39])[CH3:38])=[N:29][C:28]=3[CH2:27]2)=[O:25])[CH2:13][N:14](C)[C:15](=O)OC(C)(C)C)[CH:5]=[CH:6][C:7]=1[C:8]([F:11])([F:10])[F:9].C(O)(C(F)(F)F)=O.C(Cl)[Cl:48]. (6) Given the product [CH3:21][C:16]1([CH3:22])[C:17]([CH3:20])([CH3:19])[O:18][B:14]([C:2]2[CH:7]=[CH:6][C:5]([C:8]3([CH2:12][OH:13])[CH2:11][O:10][CH2:9]3)=[CH:4][CH:3]=2)[O:15]1, predict the reactants needed to synthesize it. The reactants are: Br[C:2]1[CH:7]=[CH:6][C:5]([C:8]2([CH2:12][OH:13])[CH2:11][O:10][CH2:9]2)=[CH:4][CH:3]=1.[B:14]1([B:14]2[O:18][C:17]([CH3:20])([CH3:19])[C:16]([CH3:22])([CH3:21])[O:15]2)[O:18][C:17]([CH3:20])([CH3:19])[C:16]([CH3:22])([CH3:21])[O:15]1.C([O-])(=O)C.[K+].